This data is from Full USPTO retrosynthesis dataset with 1.9M reactions from patents (1976-2016). The task is: Predict the reactants needed to synthesize the given product. (1) Given the product [Si:1]([O:8][C@@H:9]1[CH2:14][C@@H:13]([CH:15]([OH:20])[OH:16])[O:12][C:11](=[O:17])[CH2:10]1)([C:4]([CH3:7])([CH3:6])[CH3:5])([CH3:3])[CH3:2], predict the reactants needed to synthesize it. The reactants are: [Si:1]([O:8][C@@H:9]1[CH2:14][C@@H:13]([CH2:15][OH:16])[O:12][C:11](=[O:17])[CH2:10]1)([C:4]([CH3:7])([CH3:6])[CH3:5])([CH3:3])[CH3:2].CC(OI1(OC(C)=O)(OC(C)=O)OC(=O)C2C=CC=CC1=2)=[O:20]. (2) Given the product [CH3:14][O:12][C:11](=[O:13])[CH2:10][C:6]1[CH:7]=[CH:8][CH:9]=[C:4]([S:2]([CH3:1])=[O:3])[CH:5]=1, predict the reactants needed to synthesize it. The reactants are: [CH3:1][S:2]([C:4]1[CH:5]=[C:6]([CH2:10][C:11]([OH:13])=[O:12])[CH:7]=[CH:8][CH:9]=1)=[O:3].[C:14](N1C=CN=C1)(N1C=CN=C1)=O.CO.